Dataset: NCI-60 drug combinations with 297,098 pairs across 59 cell lines. Task: Regression. Given two drug SMILES strings and cell line genomic features, predict the synergy score measuring deviation from expected non-interaction effect. (1) Drug 1: CC(CN1CC(=O)NC(=O)C1)N2CC(=O)NC(=O)C2. Drug 2: C1=C(C(=O)NC(=O)N1)F. Cell line: NCI-H322M. Synergy scores: CSS=33.6, Synergy_ZIP=2.40, Synergy_Bliss=1.98, Synergy_Loewe=-6.78, Synergy_HSA=3.76. (2) Cell line: HCC-2998. Synergy scores: CSS=20.8, Synergy_ZIP=-11.1, Synergy_Bliss=-9.97, Synergy_Loewe=-14.4, Synergy_HSA=-8.13. Drug 1: C1C(C(OC1N2C=NC(=NC2=O)N)CO)O. Drug 2: C(CCl)NC(=O)N(CCCl)N=O. (3) Drug 1: CCC1=CC2CC(C3=C(CN(C2)C1)C4=CC=CC=C4N3)(C5=C(C=C6C(=C5)C78CCN9C7C(C=CC9)(C(C(C8N6C)(C(=O)OC)O)OC(=O)C)CC)OC)C(=O)OC.C(C(C(=O)O)O)(C(=O)O)O. Cell line: PC-3. Drug 2: CCC1(CC2CC(C3=C(CCN(C2)C1)C4=CC=CC=C4N3)(C5=C(C=C6C(=C5)C78CCN9C7C(C=CC9)(C(C(C8N6C=O)(C(=O)OC)O)OC(=O)C)CC)OC)C(=O)OC)O.OS(=O)(=O)O. Synergy scores: CSS=29.5, Synergy_ZIP=-0.292, Synergy_Bliss=5.07, Synergy_Loewe=5.08, Synergy_HSA=5.53. (4) Drug 1: C1=CC(=C2C(=C1NCCNCCO)C(=O)C3=C(C=CC(=C3C2=O)O)O)NCCNCCO. Drug 2: CC1=C2C(C(=O)C3(C(CC4C(C3C(C(C2(C)C)(CC1OC(=O)C(C(C5=CC=CC=C5)NC(=O)OC(C)(C)C)O)O)OC(=O)C6=CC=CC=C6)(CO4)OC(=O)C)O)C)O. Cell line: OVCAR3. Synergy scores: CSS=57.3, Synergy_ZIP=-1.08, Synergy_Bliss=-4.03, Synergy_Loewe=-1.56, Synergy_HSA=1.46.